From a dataset of Reaction yield outcomes from USPTO patents with 853,638 reactions. Predict the reaction yield, written as a fraction of the theoretical maximum amount of product (1.0 means a 100% yield; for example, 0.34 means a 34% yield). (1) The reactants are [Li+].[OH-].[CH2:3]([O:10][CH2:11][CH2:12][N:13]([C:23]([O:25][C:26]([CH3:29])([CH3:28])[CH3:27])=[O:24])[C@@H:14]([C:19]([CH3:22])([CH3:21])[CH3:20])[C:15]([O:17]C)=[O:16])[C:4]1[CH:9]=[CH:8][CH:7]=[CH:6][CH:5]=1. The catalyst is O.C1COCC1.CO. The product is [CH2:3]([O:10][CH2:11][CH2:12][N:13]([C:23]([O:25][C:26]([CH3:29])([CH3:28])[CH3:27])=[O:24])[C@@H:14]([C:19]([CH3:22])([CH3:20])[CH3:21])[C:15]([OH:17])=[O:16])[C:4]1[CH:5]=[CH:6][CH:7]=[CH:8][CH:9]=1. The yield is 0.745. (2) The yield is 0.00760. The catalyst is [Ni].C(Cl)Cl. The reactants are [Cl:1][C:2]1[CH:3]=[C:4]([CH:9]2[C:18]3[C:13](=[CH:14][CH:15]=[CH:16][CH:17]=3)[C:12](=[N:19][CH3:20])[CH2:11][CH2:10]2)[CH:5]=[CH:6][C:7]=1[Cl:8].CO.[H][H]. The product is [CH3:20][NH:19][C@@H:12]1[C:13]2[CH:14]=[CH:15][CH:16]=[CH:17][C:18]=2[C@H:9]([C:4]2[CH:5]=[CH:6][C:7]([Cl:8])=[C:2]([Cl:1])[CH:3]=2)[CH2:10][CH2:11]1. (3) The reactants are [H-].[Na+].[Cl:3][C:4]1[C:12]2[NH:11][C:10]3[CH2:13][CH2:14][N:15]([C:18]([O:20][C:21]([CH3:24])([CH3:23])[CH3:22])=[O:19])[CH2:16][CH2:17][C:9]=3[C:8]=2[CH:7]=[CH:6][C:5]=1[Cl:25].Br[CH2:27][CH2:28][O:29][C:30]1[CH:35]=[CH:34][CH:33]=[CH:32][CH:31]=1. The catalyst is CN(C=O)C. The product is [Cl:3][C:4]1[C:12]2[N:11]([CH2:27][CH2:28][O:29][C:30]3[CH:35]=[CH:34][CH:33]=[CH:32][CH:31]=3)[C:10]3[CH2:13][CH2:14][N:15]([C:18]([O:20][C:21]([CH3:22])([CH3:24])[CH3:23])=[O:19])[CH2:16][CH2:17][C:9]=3[C:8]=2[CH:7]=[CH:6][C:5]=1[Cl:25]. The yield is 0.550. (4) The reactants are Br[C:2]1[CH:15]=[CH:14][C:13]2[C:4](=[C:5]([C:22]3[CH:27]=[CH:26][CH:25]=[CH:24][CH:23]=3)[C:6]3[C:11]([C:12]=2[C:16]2[CH:21]=[CH:20][CH:19]=[CH:18][CH:17]=2)=[CH:10][CH:9]=[CH:8][CH:7]=3)[CH:3]=1.[CH:28]1[C:40]2[NH:39][C:38]3[C:33](=[CH:34][CH:35]=[CH:36][CH:37]=3)[C:32]=2[CH:31]=[CH:30][CH:29]=1.CC(C)([O-])C.[Na+].C(P(C(C)(C)C)C(C)(C)C)(C)(C)C. The catalyst is C1C=CC(/C=C/C(/C=C/C2C=CC=CC=2)=O)=CC=1.C1C=CC(/C=C/C(/C=C/C2C=CC=CC=2)=O)=CC=1.[Pd].C1(C)C=CC=CC=1. The product is [C:22]1([C:5]2[C:6]3[C:11]([C:12]([C:16]4[CH:17]=[CH:18][CH:19]=[CH:20][CH:21]=4)=[C:13]4[C:4]=2[CH:3]=[C:2]([N:39]2[C:38]5[CH:37]=[CH:36][CH:35]=[CH:34][C:33]=5[C:32]5[C:40]2=[CH:28][CH:29]=[CH:30][CH:31]=5)[CH:15]=[CH:14]4)=[CH:10][CH:9]=[CH:8][CH:7]=3)[CH:27]=[CH:26][CH:25]=[CH:24][CH:23]=1. The yield is 0.930.